From a dataset of CYP1A2 inhibition data for predicting drug metabolism from PubChem BioAssay. Regression/Classification. Given a drug SMILES string, predict its absorption, distribution, metabolism, or excretion properties. Task type varies by dataset: regression for continuous measurements (e.g., permeability, clearance, half-life) or binary classification for categorical outcomes (e.g., BBB penetration, CYP inhibition). Dataset: cyp1a2_veith. (1) The molecule is Cc1cc(NC(=O)c2ccccc2Cl)c(C(C)C)cc1O. The result is 1 (inhibitor). (2) The drug is O=[N+]([O-])c1ccc2c(c1)c(S(=O)(=O)O)cc1nonc12. The result is 0 (non-inhibitor). (3) The drug is O=C(CNS(=O)(=O)c1ccc(Br)cc1)N1CCOCC1. The result is 0 (non-inhibitor). (4) The result is 1 (inhibitor). The compound is CN(Cc1ccco1)c1ncncc1-c1cccc(NS(C)(=O)=O)c1. (5) The result is 1 (inhibitor). The compound is C[C@@H](Cc1cccc(C(F)(F)F)c1)NCCCc1ccccc1.